From a dataset of Full USPTO retrosynthesis dataset with 1.9M reactions from patents (1976-2016). Predict the reactants needed to synthesize the given product. (1) Given the product [C:1]([O:5][C:6]([N:8]1[CH2:13][CH2:12][C:11]2([C:14]3[C:19](=[CH:18][N:17]=[CH:16][CH:15]=3)[NH:22][CH2:21]2)[CH2:10][CH2:9]1)=[O:7])([CH3:4])([CH3:3])[CH3:2], predict the reactants needed to synthesize it. The reactants are: [C:1]([O:5][C:6]([N:8]1[CH2:13][CH2:12][C:11]([C:21]#[N:22])([C:14]2[CH:19]=[CH:18][N:17]=[CH:16][C:15]=2F)[CH2:10][CH2:9]1)=[O:7])([CH3:4])([CH3:3])[CH3:2].C(O[AlH-](OC(C)(C)C)OC(C)(C)C)(C)(C)C.[Li+].[OH-].[Na+].O. (2) Given the product [F:1][C:2]1[CH:7]=[CH:6][CH:5]=[C:4]([F:8])[C:3]=1[C:9]1[O:10][C:11]([NH:16][C:17]2[CH:18]=[CH:19][C:20]([N:23]3[CH2:24][CH2:25][O:26][CH2:27][CH2:28]3)=[CH:21][CH:22]=2)=[C:12]([C:14]([NH2:15])=[O:30])[N:13]=1, predict the reactants needed to synthesize it. The reactants are: [F:1][C:2]1[CH:7]=[CH:6][CH:5]=[C:4]([F:8])[C:3]=1[C:9]1[O:10][C:11]([NH:16][C:17]2[CH:22]=[CH:21][C:20]([N:23]3[CH2:28][CH2:27][O:26][CH2:25][CH2:24]3)=[CH:19][CH:18]=2)=[C:12]([C:14]#[N:15])[N:13]=1.C(=O)(O)[O-:30].[Na+]. (3) Given the product [O:1]([CH2:2][C:3]1[CH:4]=[C:5]([CH:10]=[CH:11][N:12]=1)[C:6]([O:8][CH3:9])=[O:7])[C:13]1[CH:18]=[CH:17][CH:16]=[CH:15][CH:14]=1, predict the reactants needed to synthesize it. The reactants are: [OH:1][CH2:2][C:3]1[CH:4]=[C:5]([CH:10]=[CH:11][N:12]=1)[C:6]([O:8][CH3:9])=[O:7].[C:13]1(O)[CH:18]=[CH:17][CH:16]=[CH:15][CH:14]=1.C1(P(C2C=CC=CC=2)C2C=CC=CC=2)C=CC=CC=1.N(/C(OC(C)C)=O)=N\C(OC(C)C)=O. (4) Given the product [CH:1]1[C:2]2[C:16](=[O:17])[C:15]3[C:14]([OH:18])=[C:13]([O:19][C@@H:20]4[O:25][C@H:24]([CH2:26][OH:27])[C@@H:23]([OH:28])[C@H:22]([OH:29])[C@H:21]4[OH:30])[C:12]([OH:31])=[CH:11][C:10]=3[O:9][C:3]=2[CH:4]=[C:5]([OH:8])[C:6]=1[OH:7].[Ca:37], predict the reactants needed to synthesize it. The reactants are: [CH:1]1[C:2]2[C:16](=[O:17])[C:15]3[C:14]([OH:18])=[C:13]([O:19][C@@H:20]4[O:25][C@H:24]([CH2:26][OH:27])[C@@H:23]([OH:28])[C@H:22]([OH:29])[C@H:21]4[OH:30])[C:12]([OH:31])=[CH:11][C:10]=3[O:9][C:3]=2[CH:4]=[C:5]([OH:8])[C:6]=1[OH:7].CS(C)=O.[OH-].[Ca+2:37].[OH-].C(O)C. (5) Given the product [CH3:1][O:2][C:3]1[CH:18]=[CH:17][C:6]([CH2:7][N:8]2[CH:12]=[C:11]([C:13]([Cl:22])=[O:14])[C:10]([CH3:16])=[N:9]2)=[CH:5][CH:4]=1, predict the reactants needed to synthesize it. The reactants are: [CH3:1][O:2][C:3]1[CH:18]=[CH:17][C:6]([CH2:7][N:8]2[CH:12]=[C:11]([C:13](O)=[O:14])[C:10]([CH3:16])=[N:9]2)=[CH:5][CH:4]=1.C(Cl)(=O)C([Cl:22])=O. (6) Given the product [C:1]([CH2:2][CH2:3][NH:5][C:6]([CH3:11])([CH3:10])[C:7]([OH:9])=[O:8])#[N:4], predict the reactants needed to synthesize it. The reactants are: [C:1](#[N:4])[CH:2]=[CH2:3].[NH2:5][C:6]([CH3:11])([CH3:10])[C:7]([OH:9])=[O:8].[OH-].[Na+].CC(O)=O. (7) Given the product [CH3:13][O:14][C:15]1[CH:16]=[CH:17][C:18]([S:21]([NH:24][N:25]=[C:2]2[CH2:5][N:4]([C:6]([O:8][C:9]([CH3:12])([CH3:11])[CH3:10])=[O:7])[CH2:3]2)(=[O:23])=[O:22])=[CH:19][CH:20]=1, predict the reactants needed to synthesize it. The reactants are: O=[C:2]1[CH2:5][N:4]([C:6]([O:8][C:9]([CH3:12])([CH3:11])[CH3:10])=[O:7])[CH2:3]1.[CH3:13][O:14][C:15]1[CH:20]=[CH:19][C:18]([S:21]([NH:24][NH2:25])(=[O:23])=[O:22])=[CH:17][CH:16]=1.